This data is from CYP2C9 inhibition data for predicting drug metabolism from PubChem BioAssay. The task is: Regression/Classification. Given a drug SMILES string, predict its absorption, distribution, metabolism, or excretion properties. Task type varies by dataset: regression for continuous measurements (e.g., permeability, clearance, half-life) or binary classification for categorical outcomes (e.g., BBB penetration, CYP inhibition). Dataset: cyp2c9_veith. (1) The molecule is Cc1noc(C)c1C(=O)N1CCC2(CCCN(Cc3ccc(C#N)cc3)C2)CC1. The result is 0 (non-inhibitor). (2) The result is 1 (inhibitor). The molecule is COc1ccc(C(=O)CN2C(=O)NC(C)(c3ccccc3)C2=O)cc1OC. (3) The compound is CCn1c(CC(C)C)n[nH]c1=S. The result is 0 (non-inhibitor). (4) The compound is O=C(Nc1ccccc1)N1CCC2(CCNCC2)CC1. The result is 0 (non-inhibitor).